Dataset: Full USPTO retrosynthesis dataset with 1.9M reactions from patents (1976-2016). Task: Predict the reactants needed to synthesize the given product. (1) Given the product [Cl:1][C:2]1[CH:3]=[N:4][C:5]2[N:6]([N:8]=[C:9]([C:11]([N:16]3[CH2:17][CH:18]=[C:19]([C:21]4[CH:22]=[CH:23][N:24]=[CH:25][CH:26]=4)[CH2:20][CH:15]3[CH3:14])=[O:13])[CH:10]=2)[CH:7]=1, predict the reactants needed to synthesize it. The reactants are: [Cl:1][C:2]1[CH:3]=[N:4][C:5]2[N:6]([N:8]=[C:9]([C:11]([OH:13])=O)[CH:10]=2)[CH:7]=1.[CH3:14][CH:15]1[CH2:20][C:19]([C:21]2[CH:26]=[CH:25][N:24]=[CH:23][CH:22]=2)=[CH:18][CH2:17][NH:16]1. (2) Given the product [CH3:3][OH:2].[O:2]([P:1]([C:26]([OH:29])([CH2:27][CH3:28])[CH3:25])([O:9][C:10]1[CH:15]=[CH:14][CH:13]=[CH:12][CH:11]=1)=[O:16])[C:3]1[CH:4]=[CH:5][CH:6]=[CH:7][CH:8]=1, predict the reactants needed to synthesize it. The reactants are: [P:1]([O-:16])([O:9][C:10]1[CH:15]=[CH:14][CH:13]=[CH:12][CH:11]=1)[O:2][C:3]1[CH:8]=[CH:7][CH:6]=[CH:5][CH:4]=1.C1(C)C(C)=CC=CC=1.[CH3:25][C:26](=[O:29])[CH2:27][CH3:28]. (3) The reactants are: [CH3:1][C@@:2]1([CH2:20][CH2:21][CH2:22]O)[CH2:7][C:6]2[CH:8]=[CH:9][CH:10]=[CH:11][C:5]=2[N:4]([C:12]2[CH:17]=[CH:16][CH:15]=[CH:14][CH:13]=2)[S:3]1(=[O:19])=[O:18].C1(C)C=CC(S([Cl:33])(=O)=O)=CC=1.[CH3:35][NH2:36].Cl. Given the product [ClH:33].[CH3:35][NH:36][CH2:22][CH2:21][CH2:20][C@:2]1([CH3:1])[CH2:7][C:6]2[CH:8]=[CH:9][CH:10]=[CH:11][C:5]=2[N:4]([C:12]2[CH:13]=[CH:14][CH:15]=[CH:16][CH:17]=2)[S:3]1(=[O:19])=[O:18], predict the reactants needed to synthesize it. (4) Given the product [CH:16]1[C:17]2[N:5]([CH2:4][C@@H:2]([OH:1])[CH2:3][NH:18][CH2:19][C@@H:20]([NH:22][C:23](=[O:29])[O:24][C:25]([CH3:28])([CH3:27])[CH3:26])[CH3:21])[C:6]3[C:11](=[CH:10][CH:9]=[CH:8][CH:7]=3)[C:12]=2[CH:13]=[CH:14][CH:15]=1, predict the reactants needed to synthesize it. The reactants are: [O:1]1[CH2:3][C@H:2]1[CH2:4][N:5]1[C:17]2[CH:16]=[CH:15][CH:14]=[CH:13][C:12]=2[C:11]2[C:6]1=[CH:7][CH:8]=[CH:9][CH:10]=2.[NH2:18][CH2:19][C@@H:20]([NH:22][C:23](=[O:29])[O:24][C:25]([CH3:28])([CH3:27])[CH3:26])[CH3:21]. (5) Given the product [CH3:24][S:25]([O:28][C:29]1[CH:34]=[C:33]([C:19]2[CH:20]=[CH:21][CH:22]=[C:17]([C:4]3([C:9]4[CH:14]=[CH:13][C:12]([O:15][CH3:16])=[CH:11][CH:10]=4)[C:5](=[O:8])[N:6]([CH3:7])[C:2]([NH2:1])=[N:3]3)[CH:18]=2)[CH:32]=[C:31]([O:44][CH3:45])[CH:30]=1)(=[O:27])=[O:26], predict the reactants needed to synthesize it. The reactants are: [NH2:1][C:2]1[N:6]([CH3:7])[C:5](=[O:8])[C:4]([C:17]2[CH:22]=[CH:21][CH:20]=[C:19](Br)[CH:18]=2)([C:9]2[CH:14]=[CH:13][C:12]([O:15][CH3:16])=[CH:11][CH:10]=2)[N:3]=1.[CH3:24][S:25]([O:28][C:29]1[CH:34]=[C:33](B2OC(C)(C)C(C)(C)O2)[CH:32]=[C:31]([O:44][CH3:45])[CH:30]=1)(=[O:27])=[O:26].C(=O)([O-])[O-].[K+].[K+]. (6) Given the product [CH:10]12[CH2:19][CH:14]3[CH2:15][CH:16]([CH2:18][CH:12]([CH2:13]3)[CH:11]1[C:4]1[CH:5]=[C:6]([Cl:8])[N:7]=[C:2]([Cl:1])[N:3]=1)[CH2:17]2, predict the reactants needed to synthesize it. The reactants are: [Cl:1][C:2]1[N:7]=[C:6]([Cl:8])[CH:5]=[C:4](Cl)[N:3]=1.[CH:10]12[CH2:19][CH:14]3[CH2:15][CH:16]([CH2:18][CH:12]([CH2:13]3)[CH:11]1[Zn]Br)[CH2:17]2.